From a dataset of TCR-epitope binding with 47,182 pairs between 192 epitopes and 23,139 TCRs. Binary Classification. Given a T-cell receptor sequence (or CDR3 region) and an epitope sequence, predict whether binding occurs between them. (1) The epitope is GTSGSPIIDK. The TCR CDR3 sequence is CASSYNRQGIWSEQFF. Result: 0 (the TCR does not bind to the epitope). (2) Result: 0 (the TCR does not bind to the epitope). The TCR CDR3 sequence is CASSQEVAYEQYF. The epitope is SEETGTLIV. (3) The epitope is KPLEFGATSAAL. The TCR CDR3 sequence is CASSPAGLAYEQYF. Result: 1 (the TCR binds to the epitope). (4) The epitope is NQKLIANQF. The TCR CDR3 sequence is CASSLEDTIYGYTF. Result: 1 (the TCR binds to the epitope). (5) The TCR CDR3 sequence is CASSLVDSTNSPLHF. Result: 0 (the TCR does not bind to the epitope). The epitope is VLQAVGACV. (6) The epitope is YLDAYNMMI. The TCR CDR3 sequence is CASSLRGDTQYF. Result: 1 (the TCR binds to the epitope). (7) The epitope is GTSGSPIIDK. The TCR CDR3 sequence is CASSGGRGNIQYF. Result: 1 (the TCR binds to the epitope). (8) The epitope is YYRRATRRIR. The TCR CDR3 sequence is CASSEGEINNQPQHF. Result: 0 (the TCR does not bind to the epitope).